Dataset: Full USPTO retrosynthesis dataset with 1.9M reactions from patents (1976-2016). Task: Predict the reactants needed to synthesize the given product. (1) Given the product [C:1]([O:4][C:5]1[CH:10]=[CH:9][C:8]([P:11]([O:22][CH2:23][CH3:24])([CH2:13][P:14]([O:16][CH2:17][CH3:18])([O:19][CH2:20][CH3:21])=[O:15])=[O:12])=[CH:7][C:6]=1[C:25]([CH3:38])([CH3:37])[CH2:26][C:27]([OH:29])=[O:28])(=[O:3])[CH3:2], predict the reactants needed to synthesize it. The reactants are: [C:1]([O:4][C:5]1[CH:10]=[CH:9][C:8]([P:11]([O:22][CH2:23][CH3:24])([CH2:13][P:14]([O:19][CH2:20][CH3:21])([O:16][CH2:17][CH3:18])=[O:15])=[O:12])=[CH:7][C:6]=1[C:25]([CH3:38])([CH3:37])[CH2:26][C:27]([O:29]CC1C=CC=CC=1)=[O:28])(=[O:3])[CH3:2]. (2) Given the product [CH2:1]([O:3][C:4](=[O:18])[C:5]([C:6](=[O:17])[C:7]1[CH:12]=[CH:11][CH:10]=[CH:9][C:8]=1[C:13]([F:16])([F:14])[F:15])=[CH:21][N:22]([CH3:24])[CH3:23])[CH3:2], predict the reactants needed to synthesize it. The reactants are: [CH2:1]([O:3][C:4](=[O:18])[CH2:5][C:6](=[O:17])[C:7]1[CH:12]=[CH:11][CH:10]=[CH:9][C:8]=1[C:13]([F:16])([F:15])[F:14])[CH3:2].CO[CH:21](OC)[N:22]([CH3:24])[CH3:23].